Task: Regression/Classification. Given a drug SMILES string, predict its absorption, distribution, metabolism, or excretion properties. Task type varies by dataset: regression for continuous measurements (e.g., permeability, clearance, half-life) or binary classification for categorical outcomes (e.g., BBB penetration, CYP inhibition). For this dataset (lipophilicity_astrazeneca), we predict Y.. Dataset: Experimental lipophilicity measurements (octanol/water distribution) for 4,200 compounds from AstraZeneca The molecule is Cc1ncc(-c2ccnc(Nc3ccc(C(=O)NC4CC4)cc3)n2)n1C(C)C. The Y is 3.06 logD.